From a dataset of Experimentally validated miRNA-target interactions with 360,000+ pairs, plus equal number of negative samples. Binary Classification. Given a miRNA mature sequence and a target amino acid sequence, predict their likelihood of interaction. (1) The miRNA is hsa-miR-4638-5p with sequence ACUCGGCUGCGGUGGACAAGU. The protein sequence of the target gene is MVQRLTYRRRLSYNTASNKTRLSRTPGNRIVYLYTKKVGKAPKSACGVCPGRLRGVRAVRPKVLMRLSKTKKHVSRAYGGSMCAKCVRDRIKRAFLIEEQKIVVKVLKAQAQSQKAK. Result: 1 (interaction). (2) The miRNA is mmu-miR-669g with sequence UGCAUUGUAUGUGUUGACAUGAU. The protein sequence of the target gene is MAAENEASQESALGAYSPVDYMSITSFPRLPEDEPAPAAPLRGRKDEDAFLGDPDTDPDSFLKSARLQRLPSSSSEMGSQDGSPLRETRKDPFSAAAAECSCRQDGLTVIVTACLTFATGVTVALVMQIYFGDPQIFQQGAVVTDASSCTALGMEVLSKQGSSVDAAVAAALCLGIVAPHSSGLGGGGVMLVHDIRRNESHLIDFRESAPGALREEALQRSWDTKPGLLVGVPGMVKGLHEAHQLYGRLPWSQVLAFAAAVAQDGFNVTHDLAHALAEQLPPNASDRFLDTFLPLGHPPL.... Result: 0 (no interaction). (3) The protein sequence of the target gene is MAARGRRAWLSMLLGLVLGFVLASRLVLPRASELKRVGPRRRPSPEGCRPGQEASQPGGARGDARGAQLWPQGSAAEGVPRDRNFLFVGVMTAQKYLQTRAVAAYRTWSKTIPGKVEFFSSEGSDTSIPIPVVPLRGVDDSYPPQKKSFMMLKYMHDHYLDKYEWFMRADDDVYIKGDRLESFLRSLNSSEPLFLGQTGLGTTEEMGKLALEPGENFCMGGPGVILSREVLRRMAPHIGKCLREMYTTHEDVEVGRCVRRFAGVQCVWSYEMQQLFYENYEQNKKGYIRDLHSSKIHRAI.... Result: 0 (no interaction). The miRNA is gga-miR-221-3p with sequence AGCUACAUUGUCUGCUGGGUUUC. (4) The miRNA is hsa-miR-4303 with sequence UUCUGAGCUGAGGACAG. The protein sequence of the target gene is MKAGCSIVEKPEGGGGYQFPDWAYKTESSPGSRQIQLWHFILELLQKEEFRHVIAWQQGEYGEFVIKDPDEVARLWGRRKCKPQMNYDKLSRALRYYYNKRILHKTKGKRFTYKFNFNKLVMPNYPFINIRSSGVVPQSAPPVPTASSRFHFPPLDTHSPTNDVQPGRFSASSLTASGQESSNGTDRKTELSELEDGSAADWRRGVDPVSSRNAIGGGGIGHQKRKPDIMLPLFARPGMYPDPHSPFAVSPIPGRGGVLNVPISPALSLTPTIFSYSPSPGLSPFTSSSCFSFNPEEMKH.... Result: 1 (interaction). (5) The protein sequence of the target gene is MANVADTKLYDILGVPPGASENELKKAYRKLAKEYHPDKNPNAGDKFKEISFAYEVLSNPEKRELYDRYGEQGLREGSGGGGGMDDIFSHIFGGGLFGFMGNQSRSRNGRRRGEDMMHPLKVSLEDLYNGKTTKLQLSKNVLCSACSGQGGKSGAVQKCSACRGRGVRIMIRQLAPGMVQQMQSVCSDCNGEGEVINEKDRCKKCEGKKVIKEVKILEVHVDKGMKHGQRITFTGEADQAPGVEPGDIVLLLQEKEHEVFQRDGNDLHMTYKIGLVEALCGFQFTFKHLDGRQIVVKYPP.... The miRNA is hsa-miR-4253 with sequence AGGGCAUGUCCAGGGGGU. Result: 1 (interaction). (6) The miRNA is hsa-miR-6883-3p with sequence UUCCCUAUCUCACUCUCCUCAG. The protein sequence of the target gene is MPCVQLPAKESALFKRVLKCYEQKQYKNGLKFCKMILSNPKFAEHGETLAMKGLILNCLGKREEAYEFVRKGLRSDVRSHVCWHVYGLLQRSDKKYDEAIKCYRNALKLDKDNLQILRDLSLLQIQMRDLEGYRETRYQLLQLRPTQRASWIGYAIAYHLLKDYDTALKLLEEFRQTQQVPPNKIAYEYSELLLYQNQVMREANLFQESLEHIETYEKLICDKLLVEEIKGEMLLKLGRLKEASEVFRNLIDWNAENWCYYEGLEKALQLRSLDERLQLYEEVSKQHPRAVSPRRLPLSF.... Result: 0 (no interaction). (7) The miRNA is mmu-miR-302b-3p with sequence UAAGUGCUUCCAUGUUUUAGUAG. The protein sequence of the target gene is MMGIGKNTASKSVEAGGSTEGKYEEEAKHSNFFTLPVVINGGATSSGEQDNEDTELMAIYTTENGIAEKSSLAETLDSTGSLDPQRSDMIYTIEDVPPWYLCIFLGLQHYLTCFSGTIAVPFLLADAMCVGDDQWATSQLIGTIFFCVGITTLLQTTFGCRLPLFQASAFAFLAPARAILSLDKWKCNTTEITVANGTAELLEHIWHPRIQEIQGAIIMSSLIEVVIGLLGLPGALLRYIGPLTITPTVALIGLSGFQAAGERAGKHWGIAMLTIFLVLLFSQYARNVKFPLPIYKSKKG.... Result: 0 (no interaction). (8) The miRNA is mmu-miR-3085-5p with sequence AGGUGCCAUUCCGAGGGCCAAGAGU. The protein sequence of the target gene is MERHPASASSRQELGRLLEAVLTSRGQANAVFDILAVLQSEEPEEIEEGVRTCSRLFGTLLEREELFVGSLPSEDTALAGSQGATYKYKVWIRHRYHSCCNRLEELLAHPTFQVKELALKTLMKFVQLEGAKPLEKPQWESHYLFPRTLFRAVVGGLLTPEDDHSLLISHFCEYLEYDDIRYHTMQVATSIMARATSQQPEVSLTLWNNAFTLLSAVSLPLQECELTNFYVKHAQTSDKWKVVHLKEHKKAFQEMWLGFLKHKLPLSLYKKVLVAMHDSILPHLAQPTLMIDFLTSACDV.... Result: 0 (no interaction).